Dataset: Catalyst prediction with 721,799 reactions and 888 catalyst types from USPTO. Task: Predict which catalyst facilitates the given reaction. (1) Reactant: C(C1COC(=O)N1[C:14](=[O:49])[CH:15]([C:20]1[CH:21]=[C:22]([C:39]2[CH:44]=[CH:43][C:42]([C:45]([F:48])([F:47])[F:46])=[CH:41][CH:40]=2)[CH:23]=[C:24]([O:26][CH2:27][C:28]2[CH:33]=[CH:32][C:31]([F:34])=[CH:30][C:29]=2[C:35]([F:38])([F:37])[F:36])[CH:25]=1)[CH2:16][CH:17]([CH3:19])[CH3:18])C1C=CC=CC=1.O[Li].O.OO.[O-:55]S([O-])=O.[Na+].[Na+]. Product: [F:34][C:31]1[CH:32]=[CH:33][C:28]([CH2:27][O:26][C:24]2[CH:25]=[C:20]([C@@H:15]([CH2:16][CH:17]([CH3:19])[CH3:18])[C:14]([OH:55])=[O:49])[CH:21]=[C:22]([C:39]3[CH:40]=[CH:41][C:42]([C:45]([F:47])([F:46])[F:48])=[CH:43][CH:44]=3)[CH:23]=2)=[C:29]([C:35]([F:37])([F:38])[F:36])[CH:30]=1. The catalyst class is: 20. (2) Reactant: [O:1]1[CH2:6][CH2:5][CH2:4][CH2:3][CH:2]1[N:7]1[C:11](B2OC(C)(C)C(C)(C)O2)=[CH:10][CH:9]=[N:8]1.C([O-])([O-])=O.[Na+].[Na+].[Cl:27][C:28]1[C:47](I)=[CH:46][C:31]([C:32]([NH:34][C:35]2[CH:40]=[CH:39][C:38]([O:41][C:42]([Cl:45])([F:44])[F:43])=[CH:37][CH:36]=2)=[O:33])=[CH:30][N:29]=1. Product: [Cl:27][C:28]1[C:47]([C:11]2[N:7]([CH:2]3[CH2:3][CH2:4][CH2:5][CH2:6][O:1]3)[N:8]=[CH:9][CH:10]=2)=[CH:46][C:31]([C:32]([NH:34][C:35]2[CH:36]=[CH:37][C:38]([O:41][C:42]([Cl:45])([F:43])[F:44])=[CH:39][CH:40]=2)=[O:33])=[CH:30][N:29]=1. The catalyst class is: 438.